Dataset: Forward reaction prediction with 1.9M reactions from USPTO patents (1976-2016). Task: Predict the product of the given reaction. (1) Given the reactants O.O.O.O.O.O.O.O.[OH-].[Ba+2].[OH-].C(NC(=O)[O-])C.[CH3:18][O:19][C:20]1[C:21]([Cl:33])=[CH:22][C:23]2[CH:24]([CH3:32])[CH:25]3[CH2:29][NH:28][CH2:27][CH:26]3[C:30]=2[CH:31]=1.Cl, predict the reaction product. The product is: [CH3:18][O:19][C:20]1[C:21]([Cl:33])=[CH:22][C:23]2[CH:24]([CH3:32])[CH:25]3[CH2:29][NH:28][CH2:27][CH:26]3[C:30]=2[CH:31]=1. (2) Given the reactants O[C:2]([CH3:13])([CH3:12])[C:3]#[C:4][C:5]([C:7]1[N:8]=[CH:9][S:10][CH:11]=1)=[O:6].C(NCC)C.C([OH:21])C, predict the reaction product. The product is: [CH3:12][C:2]1([CH3:13])[C:3](=[O:21])[CH:4]=[C:5]([C:7]2[N:8]=[CH:9][S:10][CH:11]=2)[O:6]1. (3) Given the reactants C([N:4]1[C:12]2[C:7](=[CH:8][C:9]([C:13]([O:15][CH2:16][CH3:17])=[O:14])=[CH:10][CH:11]=2)[CH:6]=[N:5]1)(=O)C.Cl.O.O.N, predict the reaction product. The product is: [NH:4]1[C:12]2[C:7](=[CH:8][C:9]([C:13]([O:15][CH2:16][CH3:17])=[O:14])=[CH:10][CH:11]=2)[CH:6]=[N:5]1. (4) Given the reactants Br[CH2:2][CH:3]([F:5])[F:4].[Cl:6][C:7]1[CH:8]=[C:9]([OH:28])[CH:10]=[CH:11][C:12]=1[CH:13]([CH3:27])[C:14]([OH:26])([C:19]1[CH:24]=[N:23][C:22]([CH3:25])=[CH:21][N:20]=1)[C:15]([F:18])([F:17])[F:16], predict the reaction product. The product is: [Cl:6][C:7]1[CH:8]=[C:9]([O:28][CH2:2][CH:3]([F:5])[F:4])[CH:10]=[CH:11][C:12]=1[CH:13]([CH3:27])[C:14]([C:19]1[CH:24]=[N:23][C:22]([CH3:25])=[CH:21][N:20]=1)([OH:26])[C:15]([F:16])([F:18])[F:17]. (5) Given the reactants [NH2:1][S:2][O:3][O:4][C:5]1[CH:10]=[CH:9][C:8]([N:11]2[C:19]3[C:18]4[CH:20]=[C:21]([N+:24]([O-])=O)[CH:22]=[CH:23][C:17]=4[CH2:16][CH2:15][C:14]=3[C:13]([C:27]([O:29][CH2:30][CH3:31])=[O:28])=[N:12]2)=[CH:7][CH:6]=1.[H][H], predict the reaction product. The product is: [NH2:24][C:21]1[CH:22]=[CH:23][C:17]2[CH2:16][CH2:15][C:14]3[C:13]([C:27]([O:29][CH2:30][CH3:31])=[O:28])=[N:12][N:11]([C:8]4[CH:7]=[CH:6][C:5]([O:4][O:3][S:2][NH2:1])=[CH:10][CH:9]=4)[C:19]=3[C:18]=2[CH:20]=1. (6) Given the reactants [Br:1][C:2]1[CH:3]=[CH:4][C:5]2[N:6]([C:15]3[CH:20]=[CH:19][CH:18]=[CH:17][C:16]=3[C:21](O)([CH3:23])[CH3:22])[C:7]3[C:12]([C:13]=2[CH:14]=1)=[CH:11][CH:10]=[CH:9][CH:8]=3.CS(O)(=O)=O.O, predict the reaction product. The product is: [Br:1][C:2]1[CH:3]=[C:4]2[C:5]3=[C:13]([C:12]4[CH:11]=[CH:10][CH:9]=[CH:8][C:7]=4[N:6]3[C:15]3[CH:20]=[CH:19][CH:18]=[CH:17][C:16]=3[C:21]2([CH3:23])[CH3:22])[CH:14]=1. (7) Given the reactants Br[CH:2]1[CH2:6][CH2:5][N:4]([C:7]2[CH:12]=[CH:11][C:10]([N:13]([CH3:28])[C:14](=[O:27])[C:15]3[CH:20]=[CH:19][C:18]([CH:21]4[CH2:26][CH2:25][CH2:24][CH2:23][CH2:22]4)=[CH:17][CH:16]=3)=[CH:9][CH:8]=2)[C:3]1=[O:29].[NH:30]1[CH2:34][CH2:33][CH2:32][CH2:31]1, predict the reaction product. The product is: [CH:21]1([C:18]2[CH:19]=[CH:20][C:15]([C:14]([N:13]([CH3:28])[C:10]3[CH:11]=[CH:12][C:7]([N:4]4[CH2:5][CH2:6][CH:2]([N:30]5[CH2:34][CH2:33][CH2:32][CH2:31]5)[C:3]4=[O:29])=[CH:8][CH:9]=3)=[O:27])=[CH:16][CH:17]=2)[CH2:26][CH2:25][CH2:24][CH2:23][CH2:22]1. (8) Given the reactants CN(C=[O:5])C.[H-].[Na+].O[CH2:9][CH2:10][C:11]1[N:12]([CH2:16][CH2:17][CH2:18][CH2:19][C:20]2[CH:25]=[CH:24][C:23]([OH:26])=[CH:22][CH:21]=2)[CH:13]=[CH:14][N:15]=1.[F:27][C:28]([F:45])([F:44])[C:29]1[CH:34]=[CH:33][C:32](/[CH:35]=[CH:36]/[C:37]2[O:38][CH:39]=[C:40]([CH2:42]Cl)[N:41]=2)=[CH:31][CH:30]=1, predict the reaction product. The product is: [F:27][C:28]([F:45])([F:44])[C:29]1[CH:34]=[CH:33][C:32](/[CH:35]=[CH:36]/[C:37]2[O:38][CH:39]=[C:40]([CH2:42][O:26][C:23]3[CH:22]=[CH:21][C:20]([CH2:19][CH2:18][CH2:17][CH2:16][N:12]4[CH:13]=[CH:14][N:15]=[C:11]4[CH:10]([OH:5])[CH3:9])=[CH:25][CH:24]=3)[N:41]=2)=[CH:31][CH:30]=1. (9) The product is: [NH2:6][C:7]1[NH:15][C:14]2[N:13]([C@@H:16]3[O:31][C@H:30]([CH2:32][O:33][CH2:34][C:35]4[CH:40]=[CH:39][C:38]([Cl:41])=[CH:37][C:36]=4[Cl:42])[C@@H:19]([O:20][CH2:21][C:22]4[CH:27]=[CH:26][C:25]([Cl:28])=[CH:24][C:23]=4[Cl:29])[C@@:17]3([CH2:43][F:44])[OH:18])[CH:12]=[N:11][C:10]=2[C:9](=[O:46])[N:8]=1. Given the reactants C([NH:6][C:7]1[N:15]=[C:14]2[C:10]([N:11]=[CH:12][N:13]2[C@@H:16]2[O:31][C@H:30]([CH2:32][O:33][CH2:34][C:35]3[CH:40]=[CH:39][C:38]([Cl:41])=[CH:37][C:36]=3[Cl:42])[C@@H:19]([O:20][CH2:21][C:22]3[CH:27]=[CH:26][C:25]([Cl:28])=[CH:24][C:23]=3[Cl:29])[C@@:17]2([CH2:43][F:44])[OH:18])=[C:9](Cl)[N:8]=1)(=O)C(C)C.[OH-:46].[Na+].Cl, predict the reaction product.